Task: Predict the reactants needed to synthesize the given product.. Dataset: Full USPTO retrosynthesis dataset with 1.9M reactions from patents (1976-2016) (1) Given the product [C:22]([O:26][C:27]([N:29]1[CH2:34][CH2:33][N:32]([CH:14]2[CH2:15][CH2:16][N:11]([C:8]3[CH:7]=[CH:6][C:5]([N+:18]([O-:20])=[O:19])=[C:4]4[C:9]=3[CH2:10][N:2]([CH3:1])[C:3]4=[O:21])[CH2:12][CH2:13]2)[CH2:31][CH2:30]1)=[O:28])([CH3:25])([CH3:23])[CH3:24], predict the reactants needed to synthesize it. The reactants are: [CH3:1][N:2]1[CH2:10][C:9]2[C:4](=[C:5]([N+:18]([O-:20])=[O:19])[CH:6]=[CH:7][C:8]=2[N:11]2[CH2:16][CH2:15][C:14](=O)[CH2:13][CH2:12]2)[C:3]1=[O:21].[C:22]([O:26][C:27]([N:29]1[CH2:34][CH2:33][NH:32][CH2:31][CH2:30]1)=[O:28])([CH3:25])([CH3:24])[CH3:23].C(O[BH-](OC(=O)C)OC(=O)C)(=O)C.[Na+].[OH-].[Na+]. (2) Given the product [O:25]=[C:9]1[C:8]([C:6]([OH:7])=[O:5])=[C:12]([C:13]2[CH:18]=[CH:17][CH:16]=[CH:15][CH:14]=2)[CH:11]([C:19]2[CH:24]=[CH:23][CH:22]=[CH:21][CH:20]=2)[O:10]1, predict the reactants needed to synthesize it. The reactants are: C([O:5][C:6]([C:8]1[C:9](=[O:25])[O:10][CH:11]([C:19]2[CH:24]=[CH:23][CH:22]=[CH:21][CH:20]=2)[C:12]=1[C:13]1[CH:18]=[CH:17][CH:16]=[CH:15][CH:14]=1)=[O:7])(C)(C)C.S(=O)(=O)(O)O. (3) Given the product [F:37][C:2]1[C:7]([NH:8][C:9]2[CH:13]=[C:12]([CH3:14])[NH:11][N:10]=2)=[N:6][C:5]([NH:17][C@H:18]([C:20]2[CH:25]=[CH:24][C:23]([F:26])=[CH:22][CH:21]=2)[CH3:19])=[C:4]([CH:3]=1)[C:34]#[N:30], predict the reactants needed to synthesize it. The reactants are: Cl[C:2]1[CH:3]=[C:4](N)[C:5]([NH:17][C@H:18]([C:20]2[CH:25]=[CH:24][C:23]([F:26])=[CH:22][CH:21]=2)[CH3:19])=[N:6][C:7]=1[NH:8][C:9]1[CH:13]=[C:12]([CH:14]2CC2)[NH:11][N:10]=1.CC[N:30]([CH:34](C)C)C(C)C.[F:37]C1C=CC([C@@H](N)C)=CC=1. (4) Given the product [CH3:1][C:2]1[CH:20]=[C:19]([CH3:21])[CH:18]=[CH:17][C:3]=1[CH2:4][N:5]1[C:13]2[C:8](=[N:9][CH:10]=[CH:11][CH:12]=2)[C:7]([C:14]([NH:40][CH2:39][CH2:38][F:37])=[O:16])=[CH:6]1, predict the reactants needed to synthesize it. The reactants are: [CH3:1][C:2]1[CH:20]=[C:19]([CH3:21])[CH:18]=[CH:17][C:3]=1[CH2:4][N:5]1[C:13]2[C:8](=[N:9][CH:10]=[CH:11][CH:12]=2)[C:7]([C:14]([OH:16])=O)=[CH:6]1.C(N(CC)CC)C.CCCP(O)(O)=O.Cl.[F:37][CH2:38][CH2:39][NH2:40]. (5) Given the product [CH2:21]([C:23]1[CH:30]=[CH:29][CH:28]=[CH:27][C:24]=1[CH2:25][N:8]1[CH2:9][C:5]2[C:4]([NH:10][C:11]3[CH:12]=[N:13][C:14]4[C:19]([CH:20]=3)=[CH:18][CH:17]=[CH:16][CH:15]=4)=[N:3][CH:2]=[N:1][C:6]=2[CH2:7]1)[CH3:22], predict the reactants needed to synthesize it. The reactants are: [N:1]1[C:6]2[CH2:7][NH:8][CH2:9][C:5]=2[C:4]([NH:10][C:11]2[CH:12]=[N:13][C:14]3[C:19]([CH:20]=2)=[CH:18][CH:17]=[CH:16][CH:15]=3)=[N:3][CH:2]=1.[CH2:21]([C:23]1[CH:30]=[CH:29][CH:28]=[CH:27][C:24]=1[CH:25]=O)[CH3:22].ClCCCl.CO.C(O[BH-](OC(=O)C)OC(=O)C)(=O)C.[Na+].